This data is from Catalyst prediction with 721,799 reactions and 888 catalyst types from USPTO. The task is: Predict which catalyst facilitates the given reaction. (1) Reactant: [CH3:1][C:2]1([CH3:20])[CH2:7][C:6](=O)[CH2:5][C:4]([CH3:10])([CH3:9])[N:3]1[O:11][CH:12]([C:14]1[CH:19]=[CH:18][CH:17]=[CH:16][CH:15]=1)[CH3:13].[NH2:21][OH:22]. Product: [CH3:1][C:2]1([CH3:20])[CH2:7][C:6](=[N:21][OH:22])[CH2:5][C:4]([CH3:10])([CH3:9])[N:3]1[O:11][CH:12]([C:14]1[CH:19]=[CH:18][CH:17]=[CH:16][CH:15]=1)[CH3:13]. The catalyst class is: 5. (2) Reactant: [C:1]1([P:7]2[C:13]3[CH2:14][CH2:15][C:8]2=[CH:9][CH:10]=[CH:11][CH:12]=3)[CH:6]=[CH:5][CH:4]=[CH:3][CH:2]=1.[OH:16]O.O. Product: [C:1]1([P:7]2(=[O:16])[C:13]3[CH2:14][CH2:15][C:8]2=[CH:9][CH:10]=[CH:11][CH:12]=3)[CH:6]=[CH:5][CH:4]=[CH:3][CH:2]=1. The catalyst class is: 22. (3) Reactant: O.O.[O-:3][S:4]([O-:7])(=[O:6])=[O:5].[Ca+2:8]. Product: [OH2:3].[S:4]([O-:7])([O-:6])(=[O:5])=[O:3].[Ca+2:8].[Ca+2:8].[S:4]([O-:7])([O-:6])(=[O:5])=[O:3]. The catalyst class is: 6. (4) Reactant: [CH3:1][O:2][C:3]1[C:12]2[N:11]=[C:10]([NH2:13])[N:9]3[CH2:14][CH2:15][N:16]=[C:8]3[C:7]=2[CH:6]=[CH:5][C:4]=1[O:17][CH2:18][C:19]1[CH:24]=[CH:23][C:22]([S:25]([CH3:28])(=[O:27])=[O:26])=[CH:21][CH:20]=1.[NH2:29][C:30]1[N:35]=[CH:34][C:33]([C:36](O)=[O:37])=[CH:32][N:31]=1.C1CN([P+](ON2N=NC3C=CC=CC2=3)(N2CCCC2)N2CCCC2)CC1.F[P-](F)(F)(F)(F)F.C(N(C(C)C)CC)(C)C. Product: [NH2:29][C:30]1[N:35]=[CH:34][C:33]([C:36]([NH:13][C:10]2[N:9]3[CH2:14][CH2:15][N:16]=[C:8]3[C:7]3[CH:6]=[CH:5][C:4]([O:17][CH2:18][C:19]4[CH:24]=[CH:23][C:22]([S:25]([CH3:28])(=[O:27])=[O:26])=[CH:21][CH:20]=4)=[C:3]([O:2][CH3:1])[C:12]=3[N:11]=2)=[O:37])=[CH:32][N:31]=1. The catalyst class is: 3. (5) Reactant: [CH:1]1[C:10]2[C:5](=[CH:6][CH:7]=[CH:8][CH:9]=2)[CH:4]=[CH:3][C:2]=1[CH:11]([OH:13])[CH3:12].C(N(CC)CC)C.[CH3:21][S:22](Cl)(=[O:24])=[O:23]. Product: [CH3:21][S:22]([O:13][CH:11]([C:2]1[CH:3]=[CH:4][C:5]2[C:10](=[CH:9][CH:8]=[CH:7][CH:6]=2)[CH:1]=1)[CH3:12])(=[O:24])=[O:23]. The catalyst class is: 4. (6) Reactant: [BH4-].[Na+].[F:3][C:4]1[CH:9]=[C:8]([N+:10]([O-])=O)[CH:7]=[C:6]([F:13])[C:5]=1[N:14]1[CH2:19][CH2:18][S:17][CH2:16][CH2:15]1. Product: [F:13][C:6]1[CH:7]=[C:8]([NH2:10])[CH:9]=[C:4]([F:3])[C:5]=1[N:14]1[CH2:15][CH2:16][S:17][CH2:18][CH2:19]1. The catalyst class is: 125. (7) The catalyst class is: 3. Product: [CH2:42]([O:44][P:45]([CH2:50][O:31][C:27]1[CH:26]=[C:25]([CH3:32])[C:24]([C:20]2[CH:21]=[CH:22][CH:23]=[C:18]([S:15]([C:13]3[CH:14]=[C:10]([C:8]([NH:7][C:6]([O:5][C:1]([CH3:4])([CH3:3])[CH3:2])=[O:35])=[NH:9])[S:11][C:12]=3[S:33][CH3:34])(=[O:17])=[O:16])[CH:19]=2)=[C:29]([CH3:30])[CH:28]=1)(=[O:46])[O:47][CH2:48][CH3:49])[CH3:43]. Reactant: [C:1]([O:5][C:6](=[O:35])[NH:7][C:8]([C:10]1[S:11][C:12]([S:33][CH3:34])=[C:13]([S:15]([C:18]2[CH:19]=[C:20]([C:24]3[C:29]([CH3:30])=[CH:28][C:27]([OH:31])=[CH:26][C:25]=3[CH3:32])[CH:21]=[CH:22][CH:23]=2)(=[O:17])=[O:16])[CH:14]=1)=[NH:9])([CH3:4])([CH3:3])[CH3:2].C([O-])([O-])=O.[Cs+].[Cs+].[CH2:42]([O:44][P:45]([CH2:50]OS(C(F)(F)F)(=O)=O)([O:47][CH2:48][CH3:49])=[O:46])[CH3:43]. (8) Reactant: [Cl:1][C:2]1[CH:7]=[CH:6][C:5]([N:8]([CH2:22][C:23]2[NH:27][N:26]=[N:25][N:24]=2)[S:9]([C:12]2[CH:17]=[CH:16][C:15]([O:18][CH3:19])=[C:14]([O:20][CH3:21])[CH:13]=2)(=[O:11])=[O:10])=[C:4]([CH2:28][C:29]2[C:34]([F:35])=[CH:33][CH:32]=[CH:31][C:30]=2[F:36])[CH:3]=1.IC.[C:39](=O)([O-])[O-].[K+].[K+].O. Product: [Cl:1][C:2]1[CH:7]=[CH:6][C:5]([N:8]([CH2:22][C:23]2[N:27]([CH3:39])[N:26]=[N:25][N:24]=2)[S:9]([C:12]2[CH:17]=[CH:16][C:15]([O:18][CH3:19])=[C:14]([O:20][CH3:21])[CH:13]=2)(=[O:11])=[O:10])=[C:4]([CH2:28][C:29]2[C:30]([F:36])=[CH:31][CH:32]=[CH:33][C:34]=2[F:35])[CH:3]=1. The catalyst class is: 3. (9) Reactant: [OH:1][C:2]1[CH:3]=[C:4]2[C:8](=[CH:9][CH:10]=1)[CH2:7][CH:6]([C:11]([OH:13])=[O:12])[CH2:5]2.OS(O)(=O)=O.[CH3:19]O. Product: [OH:1][C:2]1[CH:3]=[C:4]2[C:8](=[CH:9][CH:10]=1)[CH2:7][CH:6]([C:11]([O:13][CH3:19])=[O:12])[CH2:5]2. The catalyst class is: 25.